Dataset: Full USPTO retrosynthesis dataset with 1.9M reactions from patents (1976-2016). Task: Predict the reactants needed to synthesize the given product. (1) Given the product [C:9]([C:4]1[C:5]([NH2:8])=[N:6][CH:7]=[C:2]([F:1])[CH:3]=1)#[CH:10], predict the reactants needed to synthesize it. The reactants are: [F:1][C:2]1[CH:3]=[C:4]([C:9]#[C:10][Si](C)(C)C)[C:5]([NH2:8])=[N:6][CH:7]=1.C([O-])([O-])=O.[K+].[K+]. (2) Given the product [NH2:21][C:22]1[C:27]([C:28]#[N:29])=[C:26]([NH:20][C@H:18]([C:9]2[N:8]([CH2:1][C:2]3[CH:3]=[CH:4][CH:5]=[CH:6][CH:7]=3)[C:12]3[CH:13]=[C:14]([F:17])[CH:15]=[CH:16][C:11]=3[N:10]=2)[CH3:19])[N:25]=[CH:24][N:23]=1, predict the reactants needed to synthesize it. The reactants are: [CH2:1]([N:8]1[C:12]2[CH:13]=[C:14]([F:17])[CH:15]=[CH:16][C:11]=2[N:10]=[C:9]1[C@@H:18]([NH2:20])[CH3:19])[C:2]1[CH:7]=[CH:6][CH:5]=[CH:4][CH:3]=1.[NH2:21][C:22]1[C:27]([C:28]#[N:29])=[C:26](Cl)[N:25]=[CH:24][N:23]=1.CCN(C(C)C)C(C)C. (3) Given the product [NH2:1][C:2]1[CH:18]=[CH:19][C:5]([OH:6])([C:7]([O:9][CH3:10])=[O:8])[CH2:4][C:3]=1[C:13](=[O:17])[CH2:14][CH2:15][CH3:16], predict the reactants needed to synthesize it. The reactants are: [NH2:1][C:2]1[O:6][C:5]([C:7]([O:9][CH3:10])=[O:8])=[CH:4][CH:3]=1.C=C[C:13](=[O:17])[CH2:14][CH2:15][CH3:16].[CH:18]1C=CC=C[CH:19]=1.